This data is from Retrosynthesis with 50K atom-mapped reactions and 10 reaction types from USPTO. The task is: Predict the reactants needed to synthesize the given product. (1) Given the product S=C(Nc1ccccc1)NN1Cc2ccccc2C1, predict the reactants needed to synthesize it. The reactants are: NN1Cc2ccccc2C1.S=C=Nc1ccccc1. (2) Given the product CC(C)c1cc(C(=O)N2CCN(CCN(C)C)CC2)c(OCc2ccccc2)cc1OCc1ccccc1, predict the reactants needed to synthesize it. The reactants are: CC(C)c1cc(C(=O)Cl)c(OCc2ccccc2)cc1OCc1ccccc1.CN(C)CCN1CCNCC1.